Dataset: Full USPTO retrosynthesis dataset with 1.9M reactions from patents (1976-2016). Task: Predict the reactants needed to synthesize the given product. Given the product [S:1]1[C:5]2[CH:6]=[CH:7][CH:8]=[CH:9][C:4]=2[C:3]([N:10]2[CH2:11][CH2:12][N:13]([CH2:16][C@H:17]3[CH2:21][CH2:20][CH2:19][C@@H:18]3[CH2:22][NH:23][C:31]([C:32]3[CH:40]=[CH:39][C:38]4[O:37][CH2:36][O:35][C:34]=4[CH:33]=3)=[O:43])[CH2:14][CH2:15]2)=[N:2]1, predict the reactants needed to synthesize it. The reactants are: [S:1]1[C:5]2[CH:6]=[CH:7][CH:8]=[CH:9][C:4]=2[C:3]([N:10]2[CH2:15][CH2:14][N:13]([CH2:16][C@H:17]3[CH2:21][CH2:20][CH2:19][C@@H:18]3[CH2:22][NH2:23])[CH2:12][CH2:11]2)=[N:2]1.C(N(CC)CC)C.[CH2:31](Cl)[C:32]1[CH:40]=[CH:39][C:38]2[O:37][CH2:36][O:35][C:34]=2[CH:33]=1.C(=O)(O)[O-:43].[Na+].